Predict the product of the given reaction. From a dataset of Forward reaction prediction with 1.9M reactions from USPTO patents (1976-2016). Given the reactants Cl[C:2]1[CH:7]=[CH:6][N:5]=[C:4]([C:8]#[N:9])[CH:3]=1.C(=O)([O-])[O-].[K+].[K+].[F:16][C:17]([F:28])([F:27])[C:18]1[CH:19]=[C:20](B(O)O)[CH:21]=[CH:22][CH:23]=1.[Cl-].[NH4+], predict the reaction product. The product is: [F:16][C:17]([F:28])([F:27])[C:18]1[CH:23]=[C:22]([C:2]2[CH:7]=[CH:6][N:5]=[C:4]([C:8]#[N:9])[CH:3]=2)[CH:21]=[CH:20][CH:19]=1.